Task: Predict the product of the given reaction.. Dataset: Forward reaction prediction with 1.9M reactions from USPTO patents (1976-2016) (1) Given the reactants [CH3:1][O:2][C:3]([C:5]1[CH:13]=[C:12]2[C:8]([C:9]([CH3:14])=[CH:10][NH:11]2)=[CH:7][CH:6]=1)=[O:4].[H-].[Na+].Br[CH2:18][CH2:19][CH2:20][O:21][CH3:22], predict the reaction product. The product is: [CH3:1][O:2][C:3]([C:5]1[CH:13]=[C:12]2[C:8]([C:9]([CH3:14])=[CH:10][N:11]2[CH2:18][CH2:19][CH2:20][O:21][CH3:22])=[CH:7][CH:6]=1)=[O:4]. (2) Given the reactants [C:1]([C:4]1[S:5][C:6](Br)=[CH:7][CH:8]=1)(=O)C.[Br:10][C:11]1[S:15][C:14]([C:16]([CH2:18][C:19]#[N:20])=[O:17])=[CH:13][CH:12]=1.C1(=O)CCCC1.N1CCOCC1.[S], predict the reaction product. The product is: [NH2:20][C:19]1[S:5][C:6]2[CH2:1][CH2:4][CH2:8][C:7]=2[C:18]=1[C:16]([C:14]1[S:15][C:11]([Br:10])=[CH:12][CH:13]=1)=[O:17]. (3) The product is: [C:5]([O:8][CH2:9][C:10]([CH3:40])([CH3:39])[CH2:11][N:12]1[C:18]2[CH:19]=[CH:20][C:21]([Cl:23])=[CH:22][C:17]=2[C@@H:16]([C:24]2[CH:29]=[CH:28][CH:27]=[C:26]([O:30][CH3:31])[C:25]=2[O:32][CH3:33])[O:15][C@H:14]([CH2:34][C:35]([NH:46][C:47]2[CH:48]=[C:49]([CH2:57][CH2:58][C:59]([O:61][CH2:62][CH3:63])=[O:60])[C:50]3[CH2:51][CH2:52][CH2:53][CH2:54][C:55]=3[CH:56]=2)=[O:36])[C:13]1=[O:38])(=[O:7])[CH3:6]. Given the reactants S(Cl)(Cl)=O.[C:5]([O:8][CH2:9][C:10]([CH3:40])([CH3:39])[CH2:11][N:12]1[C:18]2[CH:19]=[CH:20][C:21]([Cl:23])=[CH:22][C:17]=2[C@@H:16]([C:24]2[CH:29]=[CH:28][CH:27]=[C:26]([O:30][CH3:31])[C:25]=2[O:32][CH3:33])[O:15][C@H:14]([CH2:34][C:35](O)=[O:36])[C:13]1=[O:38])(=[O:7])[CH3:6].CN(C)C=O.[NH2:46][C:47]1[CH:48]=[C:49]([CH2:57][CH2:58][C:59]([O:61][CH2:62][CH3:63])=[O:60])[C:50]2[CH2:51][CH2:52][CH2:53][CH2:54][C:55]=2[CH:56]=1, predict the reaction product. (4) Given the reactants Cl[C:2]1[C:11]2[C:6](=[CH:7][C:8]([O:14][CH3:15])=[C:9]([O:12][CH3:13])[CH:10]=2)[N:5]=[CH:4][CH:3]=1.[C:16]([O:25][CH2:26][CH2:27]/[CH:28]=[CH:29]\[CH2:30][CH3:31])(=[O:24])[C:17]1[C:18](=[CH:20][CH:21]=[CH:22][CH:23]=1)[OH:19], predict the reaction product. The product is: [CH3:13][O:12][C:9]1[CH:10]=[C:11]2[C:6](=[CH:7][C:8]=1[O:14][CH3:15])[N:5]=[CH:4][CH:3]=[C:2]2[O:19][C:18]1[CH:20]=[CH:21][CH:22]=[CH:23][C:17]=1[C:16]([O:25][CH2:26][CH2:27]/[CH:28]=[CH:29]\[CH2:30][CH3:31])=[O:24]. (5) Given the reactants [Cl:1][C:2]1[CH:3]=[C:4]2[C:13](=[CH:14][CH:15]=1)[CH:12]=[CH:11][C:10]1[CH:9]=[CH:8][C:7]([CH:16]([CH:18]3[CH2:20][CH2:19]3)[OH:17])=[CH:6][C:5]2=1.C1COCC1.CC(OI1(OC(C)=O)(OC(C)=O)OC(=O)C2C=CC=CC1=2)=O, predict the reaction product. The product is: [Cl:1][C:2]1[CH:3]=[C:4]2[C:13](=[CH:14][CH:15]=1)[CH:12]=[CH:11][C:10]1[CH:9]=[CH:8][C:7]([C:16]([CH:18]3[CH2:19][CH2:20]3)=[O:17])=[CH:6][C:5]2=1. (6) Given the reactants Cl[CH2:2][C@@H:3]([OH:10])[CH2:4][C:5]([O:7][CH2:8][CH3:9])=[O:6].[C-:11]#[N:12].[Na+], predict the reaction product. The product is: [C:11]([CH2:2][C@@H:3]([OH:10])[CH2:4][C:5]([O:7][CH2:8][CH3:9])=[O:6])#[N:12]. (7) Given the reactants CC(C)([O-])C.[K+].[F:7][C:8]1[CH:9]=[C:10]2[C:14](=[CH:15][CH:16]=1)[NH:13][C:12]([CH3:17])=[CH:11]2.Cl[NH2:19].CCOCC, predict the reaction product. The product is: [F:7][C:8]1[CH:9]=[C:10]2[C:14](=[CH:15][CH:16]=1)[N:13]([NH2:19])[C:12]([CH3:17])=[CH:11]2. (8) Given the reactants [CH2:1]([O:3][C:4](=[O:21])[C:5]([CH3:20])([O:7][C:8]1[CH:13]=[CH:12][CH:11]=[C:10]([C:14]2[CH:15]=[N:16][CH:17]=[CH:18][CH:19]=2)[CH:9]=1)[CH3:6])C.Cl.[H][H], predict the reaction product. The product is: [CH3:1][O:3][C:4](=[O:21])[C:5]([CH3:6])([O:7][C:8]1[CH:13]=[CH:12][CH:11]=[C:10]([CH:14]2[CH2:19][CH2:18][CH2:17][NH:16][CH2:15]2)[CH:9]=1)[CH3:20]. (9) Given the reactants Br[CH2:2][C:3]([C:5]1[C:6]([CH3:17])=[N:7][O:8][C:9]=1[C:10]1[CH:15]=[CH:14][C:13]([Br:16])=[CH:12][CH:11]=1)=[O:4].C(N(CC)CC)C.[F:25][C:26]([F:36])([F:35])[C:27]1[CH:28]=[C:29]([CH2:33][SH:34])[CH:30]=[CH:31][CH:32]=1, predict the reaction product. The product is: [Br:16][C:13]1[CH:14]=[CH:15][C:10]([C:9]2[O:8][N:7]=[C:6]([CH3:17])[C:5]=2[C:3](=[O:4])[CH2:2][S:34][CH2:33][C:29]2[CH:30]=[CH:31][CH:32]=[C:27]([C:26]([F:25])([F:35])[F:36])[CH:28]=2)=[CH:11][CH:12]=1.